Predict the reactants needed to synthesize the given product. From a dataset of Full USPTO retrosynthesis dataset with 1.9M reactions from patents (1976-2016). (1) Given the product [NH:27]1[C:35]2[C:30](=[CH:31][CH:32]=[C:33]([NH:36][C:2]3[C:11]4=[N:12][NH:13][C:14]([CH3:15])=[C:10]4[C:9]4[CH:8]=[CH:7][C:6]([C:25]#[N:26])=[CH:5][C:4]=4[N:3]=3)[CH:34]=2)[CH:29]=[N:28]1, predict the reactants needed to synthesize it. The reactants are: Cl[C:2]1[C:11]2=[N:12][N:13](CC3C=CC(OC)=CC=3)[C:14]([CH3:15])=[C:10]2[C:9]2[CH:8]=[CH:7][C:6]([C:25]#[N:26])=[CH:5][C:4]=2[N:3]=1.[NH:27]1[C:35]2[C:30](=[CH:31][CH:32]=[C:33]([NH2:36])[CH:34]=2)[CH:29]=[N:28]1.Cl. (2) Given the product [Li+:14].[Li+:14].[OH:9][C:5]1[N:6]=[CH:7][CH:8]=[C:3]([O:2][CH3:1])[C:4]=1[C:15]([O-:17])=[O:16].[OH:9][C:5]1[N:6]=[CH:7][CH:8]=[C:3]([O:2][CH3:1])[C:4]=1[C:15]([O-:17])=[O:16], predict the reactants needed to synthesize it. The reactants are: [CH3:1][O:2][C:3]1[CH:8]=[CH:7][NH:6][C:5](=[O:9])[CH:4]=1.C([Li:14])CCC.[C:15](=[O:17])=[O:16]. (3) Given the product [Cl:49][CH2:50][CH2:51][O:52][CH2:53][C:54]([O:44][C@H:15]([CH2:14][N:13]([S:10]([C:8]1[CH:7]=[CH:6][C:5]2[O:1][CH2:2][O:3][C:4]=2[CH:9]=1)(=[O:12])=[O:11])[CH2:45][CH:46]([CH3:48])[CH3:47])[C@@H:16]([NH:32][C:33]([O:34][C@@H:35]1[C@H:42]2[C@H:38]([O:39][CH2:40][CH2:41]2)[O:37][CH2:36]1)=[O:43])[CH2:17][C:18]1[CH:19]=[CH:20][C:21]([O:24][CH2:25][C:26]2[N:27]=[C:28]([CH3:31])[S:29][CH:30]=2)=[CH:22][CH:23]=1)=[O:55], predict the reactants needed to synthesize it. The reactants are: [O:1]1[C:5]2[CH:6]=[CH:7][C:8]([S:10]([N:13]([CH2:45][CH:46]([CH3:48])[CH3:47])[CH2:14][C@@H:15]([OH:44])[C@@H:16]([NH:32][C:33](=[O:43])[O:34][C@@H:35]3[C@H:42]4[C@H:38]([O:39][CH2:40][CH2:41]4)[O:37][CH2:36]3)[CH2:17][C:18]3[CH:23]=[CH:22][C:21]([O:24][CH2:25][C:26]4[N:27]=[C:28]([CH3:31])[S:29][CH:30]=4)=[CH:20][CH:19]=3)(=[O:12])=[O:11])=[CH:9][C:4]=2[O:3][CH2:2]1.[Cl:49][CH2:50][CH2:51][O:52][CH2:53][C:54](O)=[O:55]. (4) Given the product [Cl:1][C:2]1[O:6][C:5]([C:7]2[CH:8]=[CH:9][C:10]3[O:14][C:13]4[CH:15]=[C:16]([S:19]([NH:22][C@@H:23]([CH:28]([CH3:29])[CH3:30])[C:24]([OH:26])=[O:25])(=[O:20])=[O:21])[CH:17]=[CH:18][C:12]=4[C:11]=3[CH:31]=2)=[CH:4][CH:3]=1, predict the reactants needed to synthesize it. The reactants are: [Cl:1][C:2]1[O:6][C:5]([C:7]2[CH:8]=[CH:9][C:10]3[O:14][C:13]4[CH:15]=[C:16]([S:19]([NH:22][C@@H:23]([CH:28]([CH3:30])[CH3:29])[C:24]([O:26]C)=[O:25])(=[O:21])=[O:20])[CH:17]=[CH:18][C:12]=4[C:11]=3[CH:31]=2)=[CH:4][CH:3]=1.[Li+].[OH-].